The task is: Predict which catalyst facilitates the given reaction.. This data is from Catalyst prediction with 721,799 reactions and 888 catalyst types from USPTO. (1) Reactant: [O:1]1[CH2:6][CH2:5][O:4][C:3]2[CH:7]=[C:8]([C:11]3[NH:12][C:13]4[N:14]([N:18]=[CH:19][C:20]=4[C:21](/[N:23]=[C:24](/[N:26](C)C)\[CH3:25])=[O:22])[C:15](=[O:17])[CH:16]=3)[CH:9]=[CH:10][C:2]1=2.NO.Cl.CC(O)=O.ClCCl.CO. Product: [O:1]1[CH2:6][CH2:5][O:4][C:3]2[CH:7]=[C:8]([C:11]3[NH:12][C:13]4[N:14]([N:18]=[CH:19][C:20]=4[C:21]4[O:22][N:26]=[C:24]([CH3:25])[N:23]=4)[C:15](=[O:17])[CH:16]=3)[CH:9]=[CH:10][C:2]1=2. The catalyst class is: 758. (2) The catalyst class is: 140. Product: [CH2:1]([O:3][C:4](=[O:41])[CH2:5][CH2:6][CH2:7][O:8][C:9]1[CH:14]=[CH:13][CH:12]=[C:11]([CH2:15][CH2:16][CH2:17][CH2:18][CH2:19][CH2:20][O:21][C:22]2[CH:23]=[C:24]([C:46]3[CH:47]=[CH:48][C:43]([F:42])=[CH:44][CH:45]=3)[CH:25]=[C:26]([S:28]([CH2:31][CH3:32])(=[O:30])=[O:29])[CH:27]=2)[C:10]=1[CH2:34][CH2:35][C:36]([O:38][CH2:39][CH3:40])=[O:37])[CH3:2]. Reactant: [CH2:1]([O:3][C:4](=[O:41])[CH2:5][CH2:6][CH2:7][O:8][C:9]1[CH:14]=[CH:13][CH:12]=[C:11]([CH2:15][CH2:16][CH2:17][CH2:18][CH2:19][CH2:20][O:21][C:22]2[CH:27]=[C:26]([S:28]([CH2:31][CH3:32])(=[O:30])=[O:29])[CH:25]=[C:24](Br)[CH:23]=2)[C:10]=1[CH2:34][CH2:35][C:36]([O:38][CH2:39][CH3:40])=[O:37])[CH3:2].[F:42][C:43]1[CH:48]=[CH:47][C:46](B(O)O)=[CH:45][CH:44]=1.C(=O)([O-])[O-].[Cs+].[Cs+]. (3) The catalyst class is: 10. Product: [C:1]([O:4][C@H:5]1[C@H:10]([O:11][C:12](=[O:14])[CH3:13])[C@@H:9]([O:15][C:16](=[O:18])[CH3:17])[C@H:8]([O:51][C:44]2[C:45]([O:49][CH3:50])=[CH:46][CH:47]=[C:48]3[C:43]=2[O:42][C:41](=[O:52])[CH:40]=[C:39]3[NH:38][C:37]2[C:36]([Cl:53])=[CH:35][N:34]=[CH:33][C:32]=2[Cl:31])[O:7][C@@H:6]1[CH2:26][O:27][C:28](=[O:30])[CH3:29])(=[O:3])[CH3:2]. Reactant: [C:1]([O:4][C@H:5]1[C@H:10]([O:11][C:12](=[O:14])[CH3:13])[C@H:9]([O:15][C:16](=[O:18])[CH3:17])[C@@H:8](OC(=N)C(Cl)(Cl)Cl)[O:7][CH:6]1[CH2:26][O:27][C:28](=[O:30])[CH3:29])(=[O:3])[CH3:2].[Cl:31][C:32]1[CH:33]=[N:34][CH:35]=[C:36]([Cl:53])[C:37]=1[NH:38][C:39]1[C:48]2[C:43](=[C:44]([OH:51])[C:45]([O:49][CH3:50])=[CH:46][CH:47]=2)[O:42][C:41](=[O:52])[CH:40]=1.